Dataset: Tox21: 12 toxicity assays (nuclear receptors and stress response pathways). Task: Binary classification across 12 toxicity assays. (1) The drug is CC(=O)OCC(=O)[C@@]1(O)CC[C@H]2[C@@H]3CCC4=CC(=O)C=C[C@]4(C)[C@H]3[C@@H](O)C[C@@]21C. It tested positive (active) for: NR-AR (Androgen Receptor agonist activity), NR-AR-LBD (Androgen Receptor Ligand Binding Domain agonist), and NR-ER (Estrogen Receptor agonist activity). (2) The compound is CCOC(=O)c1ccc(O)cc1. It tested positive (active) for: NR-ER (Estrogen Receptor agonist activity). (3) The drug is FC(Cl)(Cl)Cl. It tested positive (active) for: NR-AR (Androgen Receptor agonist activity), and NR-AR-LBD (Androgen Receptor Ligand Binding Domain agonist). (4) The drug is CC1=Nc2ccc3ccccc3c2C1(C)C. It tested positive (active) for: SR-HSE (Heat Shock Element response), and SR-MMP (Mitochondrial Membrane Potential disruption). (5) The molecule is C[N+]1(C)[C@H]2CC[C@@H]1C[C@H](OC(=O)C(CO)c1ccccc1)C2. It tested positive (active) for: NR-AR (Androgen Receptor agonist activity), and NR-ER (Estrogen Receptor agonist activity). (6) The compound is Cl[Sb](Cl)Cl. It tested positive (active) for: SR-ARE (Antioxidant Response Element (oxidative stress)), SR-HSE (Heat Shock Element response), SR-MMP (Mitochondrial Membrane Potential disruption), and SR-p53 (p53 tumor suppressor activation). (7) The compound is O=[N+]([O-])c1cc(N(CCO)CCO)ccc1NCCO. It tested positive (active) for: SR-HSE (Heat Shock Element response), and SR-MMP (Mitochondrial Membrane Potential disruption). (8) The compound is Nc1ccc2c(O)cc(S(=O)(=O)O)cc2c1. It tested positive (active) for: SR-MMP (Mitochondrial Membrane Potential disruption), and SR-p53 (p53 tumor suppressor activation). (9) The molecule is C=C(NC(=O)C(=C)NC(=O)c1csc(C2=NC3c4csc(n4)C4NC(=O)c5csc(n5)C(C(C)(O)C(C)O)NC(=O)C5CSC(=N5)/C(=C\C)NC(=O)C(C(C)O)NC(=O)c5csc(n5)C3(CC2)NC(=O)C(C)NC(=O)C(=C)NC(=O)C(C)NC(=O)C(C(C)CC)NC2C=Cc3c(C(C)O)cc(nc3C2O)C(=O)OC4C)n1)C(N)=O. It tested positive (active) for: NR-PPAR-gamma (PPAR-gamma nuclear receptor agonist), SR-ATAD5 (ATAD5 genotoxicity (DNA damage)), and SR-p53 (p53 tumor suppressor activation).